Dataset: Full USPTO retrosynthesis dataset with 1.9M reactions from patents (1976-2016). Task: Predict the reactants needed to synthesize the given product. Given the product [F:11][C:8]1[CH:9]=[CH:10][C:5]2[N:6]([C:2]([N:16]3[CH2:17][CH2:18][CH2:19][N:13]([CH3:12])[CH2:14][CH2:15]3)=[N:3][N:4]=2)[CH:7]=1, predict the reactants needed to synthesize it. The reactants are: Cl[C:2]1[N:6]2[CH:7]=[C:8]([F:11])[CH:9]=[CH:10][C:5]2=[N:4][N:3]=1.[CH3:12][N:13]1[CH2:19][CH2:18][CH2:17][NH:16][CH2:15][CH2:14]1.